Dataset: Full USPTO retrosynthesis dataset with 1.9M reactions from patents (1976-2016). Task: Predict the reactants needed to synthesize the given product. (1) Given the product [OH:31][C:21]1[N:20]=[C:11]([C:6]2[CH:7]=[CH:8][C:9](=[O:10])[N:4]([CH:1]([CH3:3])[CH3:2])[N:5]=2)[C:12]([C:13]2[CH:18]=[CH:17][CH:16]=[CH:15][CH:14]=2)=[N:23][CH:22]=1, predict the reactants needed to synthesize it. The reactants are: [CH:1]([N:4]1[C:9](=[O:10])[CH:8]=[CH:7][C:6]([CH:11]([NH:20][C:21](=[O:31])[CH2:22][NH:23]C(=O)OC(C)(C)C)[C:12](=O)[C:13]2[CH:18]=[CH:17][CH:16]=[CH:15][CH:14]=2)=[N:5]1)([CH3:3])[CH3:2]. (2) Given the product [CH3:1][CH2:2][CH2:3][CH2:4][CH2:5]/[CH:6]=[CH:7]\[CH2:8]/[CH:9]=[CH:10]\[CH2:11]/[CH:12]=[CH:13]\[CH2:14]/[CH:15]=[CH:16]\[CH2:17][CH2:18][CH2:19][C:20]([OH:22])=[O:21], predict the reactants needed to synthesize it. The reactants are: [CH3:1][CH2:2]/[CH:3]=[CH:4]\[CH2:5]/[CH:6]=[CH:7]\[CH2:8]/[CH:9]=[CH:10]\[CH2:11]/[CH:12]=[CH:13]\[CH2:14]/[CH:15]=[CH:16]\[CH2:17][CH2:18][CH2:19][C:20]([OH:22])=[O:21].C(O)(=O)CCCCCCCCCCC/C=C\CCCCCCCC.CCCCCCCCC=CCCCCCCCCCCCC(O)=O.CCCCCCCC/C=C\CCCCCCCC(O)=O.C(O)(=O)CCCC/C=C\C/C=C\C/C=C\C/C=C\CC. (3) Given the product [F:48][C:10]1([F:9])[C@@H:15]([O:16][C:17]2[CH:24]=[CH:23][C:22]([C:25]3[N:30]=[C:29]([NH:31][C:32]4[CH:37]=[CH:36][C:35]([N:38]5[CH2:43][CH2:42][N:41]([CH:44]6[CH2:45][O:46][CH2:47]6)[CH2:40][CH2:39]5)=[CH:34][CH:33]=4)[N:28]=[CH:27][N:26]=3)=[CH:21][C:18]=2[C:19]#[N:20])[CH2:14][CH2:13][N:12]([C:6]([C:5]2[NH:1][N:2]=[CH:3][CH:4]=2)=[O:8])[CH2:11]1, predict the reactants needed to synthesize it. The reactants are: [NH:1]1[C:5]([C:6]([OH:8])=O)=[CH:4][CH:3]=[N:2]1.[F:9][C:10]1([F:48])[C@@H:15]([O:16][C:17]2[CH:24]=[CH:23][C:22]([C:25]3[N:30]=[C:29]([NH:31][C:32]4[CH:37]=[CH:36][C:35]([N:38]5[CH2:43][CH2:42][N:41]([CH:44]6[CH2:47][O:46][CH2:45]6)[CH2:40][CH2:39]5)=[CH:34][CH:33]=4)[N:28]=[CH:27][N:26]=3)=[CH:21][C:18]=2[C:19]#[N:20])[CH2:14][CH2:13][NH:12][CH2:11]1. (4) Given the product [C:18]([NH:17][C:5]1[C:4]([C:22]([O:24][CH2:25][CH3:26])=[O:23])=[C:3]([CH2:2][N:28]([CH3:29])[CH3:27])[N:7]([C:8]2[CH:13]=[CH:12][C:11]([N+:14]([O-:16])=[O:15])=[CH:10][CH:9]=2)[N:6]=1)([CH3:21])([CH3:20])[CH3:19], predict the reactants needed to synthesize it. The reactants are: Br[CH2:2][C:3]1[N:7]([C:8]2[CH:13]=[CH:12][C:11]([N+:14]([O-:16])=[O:15])=[CH:10][CH:9]=2)[N:6]=[C:5]([NH:17][C:18]([CH3:21])([CH3:20])[CH3:19])[C:4]=1[C:22]([O:24][CH2:25][CH3:26])=[O:23].[CH3:27][NH:28][CH3:29]. (5) Given the product [CH2:1]([O:3][C:4]([C:6]1[N:7]([C:24]2[CH:25]=[CH:26][C:21]([O:20][CH:17]([CH3:19])[CH3:18])=[CH:22][CH:23]=2)[C:8]2[C:13]([C:14]=1[Cl:15])=[CH:12][C:11]([Br:16])=[CH:10][CH:9]=2)=[O:5])[CH3:2], predict the reactants needed to synthesize it. The reactants are: [CH2:1]([O:3][C:4]([C:6]1[NH:7][C:8]2[C:13]([C:14]=1[Cl:15])=[CH:12][C:11]([Br:16])=[CH:10][CH:9]=2)=[O:5])[CH3:2].[CH:17]([O:20][C:21]1[CH:26]=[CH:25][C:24](B(O)O)=[CH:23][CH:22]=1)([CH3:19])[CH3:18]. (6) The reactants are: N12CCN(CC1)CC2.C([Li])CCC.[Cl:14][C:15]1[CH:16]=[N:17][CH:18]=[CH:19][CH:20]=1.[C:21]([O:25][C:26]([N:28]1[CH2:33][CH2:32][C:31](=[O:34])[CH2:30][CH2:29]1)=[O:27])([CH3:24])([CH3:23])[CH3:22].[Cl-].[NH4+]. Given the product [OH:34][C:31]1([C:16]2[C:15]([Cl:14])=[CH:20][CH:19]=[CH:18][N:17]=2)[CH2:30][CH2:29][N:28]([C:26]([O:25][C:21]([CH3:24])([CH3:23])[CH3:22])=[O:27])[CH2:33][CH2:32]1, predict the reactants needed to synthesize it. (7) Given the product [CH:16]1[CH:17]=[CH:18][C:10]([OH:9])=[C:11]([C:12]2[N:13]=[C:8]([C:3]3[CH:4]=[CH:5][CH:6]=[CH:7][C:2]=3[OH:1])[N:19]([C:21]3[CH:29]=[CH:28][C:24]([C:25]([OH:27])=[O:26])=[CH:23][CH:22]=3)[N:20]=2)[CH:15]=1, predict the reactants needed to synthesize it. The reactants are: [OH:1][C:2]1[CH:7]=[CH:6][CH:5]=[CH:4][C:3]=1[C:8]1[O:9][C:10]2[CH:18]=[CH:17][CH:16]=[CH:15][C:11]=2[C:12](=O)[N:13]=1.[NH:19]([C:21]1[CH:29]=[CH:28][C:24]([C:25]([OH:27])=[O:26])=[CH:23][CH:22]=1)[NH2:20].